This data is from Catalyst prediction with 721,799 reactions and 888 catalyst types from USPTO. The task is: Predict which catalyst facilitates the given reaction. (1) Reactant: Cl[C:2]1[N:7]=[C:6]([O:8][CH3:9])[CH:5]=[CH:4][N:3]=1.[NH:10]1[CH2:15][CH2:14][NH:13][CH2:12][CH2:11]1.O. Product: [CH3:9][O:8][C:6]1[CH:5]=[CH:4][N:3]=[C:2]([N:10]2[CH2:15][CH2:14][NH:13][CH2:12][CH2:11]2)[N:7]=1. The catalyst class is: 10. (2) The catalyst class is: 22. Reactant: [CH2:1]([O:3][C:4](=[O:10])[CH:5]([Cl:9])[O:6][CH2:7][CH3:8])[CH3:2].[C:11]1([P:17]([C:24]2[CH:29]=[CH:28][CH:27]=[CH:26][CH:25]=2)[C:18]2[CH:23]=[CH:22][CH:21]=[CH:20][CH:19]=2)[CH:16]=[CH:15][CH:14]=[CH:13][CH:12]=1. Product: [Cl-:9].[CH2:7]([O:6][CH:5]([P+:17]([C:18]1[CH:19]=[CH:20][CH:21]=[CH:22][CH:23]=1)([C:24]1[CH:29]=[CH:28][CH:27]=[CH:26][CH:25]=1)[C:11]1[CH:12]=[CH:13][CH:14]=[CH:15][CH:16]=1)[C:4]([O:3][CH2:1][CH3:2])=[O:10])[CH3:8]. (3) Reactant: C[O:2][C:3]([CH:5]1[CH2:12][CH2:11][C:10]2([C:14]3[NH:22][C:21]4[C:20](=[O:23])[N:19]([CH2:24][CH2:25][CH3:26])[C:18](=[O:27])[N:17]([CH2:28][CH2:29][CH3:30])[C:16]=4[N:15]=3)[O:13][CH:6]1[CH2:7][CH2:8][CH2:9]2)=[O:4].[Li+].[OH-]. Product: [O:27]=[C:18]1[N:17]([CH2:28][CH2:29][CH3:30])[C:16]2[N:15]=[C:14]([C:10]34[O:13][CH:6]([CH2:7][CH2:8][CH2:9]3)[CH:5]([C:3]([OH:4])=[O:2])[CH2:12][CH2:11]4)[NH:22][C:21]=2[C:20](=[O:23])[N:19]1[CH2:24][CH2:25][CH3:26]. The catalyst class is: 5. (4) Reactant: [C:1]1([CH:7]([C:9]2[CH:21]=[CH:20][C:12]([C:13]([O:15]C(C)(C)C)=[O:14])=[CH:11][CH:10]=2)[CH3:8])[CH:6]=[CH:5][CH:4]=[CH:3][CH:2]=1. Product: [C:1]1([CH:7]([C:9]2[CH:10]=[CH:11][C:12]([C:13]([OH:15])=[O:14])=[CH:20][CH:21]=2)[CH3:8])[CH:2]=[CH:3][CH:4]=[CH:5][CH:6]=1. The catalyst class is: 281. (5) Reactant: C(OC(=O)[NH:7][C:8]1[CH:13]=[CH:12][C:11]([C:14]([F:17])([F:16])[F:15])=[CH:10][C:9]=1[NH:18][C:19](=[O:38])[CH2:20][C:21]([C:23]1[CH:28]=[CH:27][CH:26]=[C:25]([C:29]2[CH:34]=[CH:33][N:32]=[C:31]([CH:35]([CH3:37])[CH3:36])[CH:30]=2)[CH:24]=1)=O)(C)(C)C.C(O)(C(F)(F)F)=O. Product: [CH:35]([C:31]1[CH:30]=[C:29]([C:25]2[CH:24]=[C:23]([C:21]3[CH2:20][C:19](=[O:38])[NH:18][C:9]4[CH:10]=[C:11]([C:14]([F:16])([F:17])[F:15])[CH:12]=[CH:13][C:8]=4[N:7]=3)[CH:28]=[CH:27][CH:26]=2)[CH:34]=[CH:33][N:32]=1)([CH3:37])[CH3:36]. The catalyst class is: 2.